From a dataset of Full USPTO retrosynthesis dataset with 1.9M reactions from patents (1976-2016). Predict the reactants needed to synthesize the given product. (1) The reactants are: CN1C2C(N)=CC=CC=2N=C1.N(C1C=CC=CC=1OC)=C=S.C[C:24]1[N:25]([CH3:51])[C:26]2[C:32]([NH:33][C:34](=[S:50])[NH:35][C:36]3[CH:37]=[C:38](S(N)(=O)=O)[CH:39]=[CH:40][C:41]=3[O:42][CH:43](C)C)=[CH:31][CH:30]=[CH:29][C:27]=2[N:28]=1. Given the product [CH3:43][O:42][C:41]1[CH:40]=[CH:39][CH:38]=[CH:37][C:36]=1[NH:35][C:34]([NH:33][C:32]1[C:26]2[N:25]([CH3:51])[CH:24]=[N:28][C:27]=2[CH:29]=[CH:30][CH:31]=1)=[S:50], predict the reactants needed to synthesize it. (2) Given the product [Br:12][C:13]1[S:17][C:16]([C:18]2([C@H:20]3[CH2:25][CH2:24][C@H:23]([C:26]([O:28][CH2:29][CH3:30])=[O:27])[CH2:22][CH2:21]3)[CH2:19][O:9]2)=[N:15][CH:14]=1, predict the reactants needed to synthesize it. The reactants are: C1C=C(Cl)C=C(C(OO)=[O:9])C=1.[Br:12][C:13]1[S:17][C:16]([C:18]([C@H:20]2[CH2:25][CH2:24][C@H:23]([C:26]([O:28][CH2:29][CH3:30])=[O:27])[CH2:22][CH2:21]2)=[CH2:19])=[N:15][CH:14]=1.